This data is from Catalyst prediction with 721,799 reactions and 888 catalyst types from USPTO. The task is: Predict which catalyst facilitates the given reaction. (1) Reactant: [C:1]([C:4]1[CH:5]=[C:6]([CH:10]=[C:11]([C:13](=[O:24])[NH:14][CH:15]([C:17]2[CH:22]=[CH:21][C:20]([F:23])=[CH:19][CH:18]=2)[CH3:16])[CH:12]=1)[C:7](O)=[O:8])(=[O:3])[CH3:2].CN(C(ON1N=NC2C=CC=NC1=2)=[N+](C)C)C.F[P-](F)(F)(F)(F)F.CCN(C(C)C)C(C)C.[CH3:58][O:59][C:60]1[CH:61]=[C:62]([CH:86]=[CH:87][CH:88]=1)[CH2:63][N:64]([CH2:72][C@@H:73]([OH:85])[C@@H:74]([NH2:84])[CH2:75][C:76]1[CH:81]=[C:80]([F:82])[CH:79]=[C:78]([F:83])[CH:77]=1)[C:65](=[O:71])[O:66][C:67]([CH3:70])([CH3:69])[CH3:68]. Product: [C:67]([O:66][C:65](=[O:71])[N:64]([CH2:72][C@@H:73]([OH:85])[C@@H:74]([NH:84][C:7](=[O:8])[C:6]1[CH:10]=[C:11]([C:13](=[O:24])[NH:14][CH:15]([C:17]2[CH:22]=[CH:21][C:20]([F:23])=[CH:19][CH:18]=2)[CH3:16])[CH:12]=[C:4]([C:1](=[O:3])[CH3:2])[CH:5]=1)[CH2:75][C:76]1[CH:77]=[C:78]([F:83])[CH:79]=[C:80]([F:82])[CH:81]=1)[CH2:63][C:62]1[CH:86]=[CH:87][CH:88]=[C:60]([O:59][CH3:58])[CH:61]=1)([CH3:70])([CH3:68])[CH3:69]. The catalyst class is: 39. (2) Reactant: C1(P(C2C=CC=CC=2)C2C=CC=CC=2)C=CC=CC=1.[CH3:20][O:21][CH2:22][CH2:23][OH:24].[CH3:25][C:26]1([CH3:40])[C:30]([CH3:32])([CH3:31])[O:29][B:28]([C:33]2[CH:38]=[CH:37][C:36](O)=[CH:35][CH:34]=2)[O:27]1.N(C(N1CCCCC1)=O)=NC(N1CCCCC1)=O. Product: [CH3:20][O:21][CH2:22][CH2:23][O:24][C:36]1[CH:37]=[CH:38][C:33]([B:28]2[O:29][C:30]([CH3:32])([CH3:31])[C:26]([CH3:40])([CH3:25])[O:27]2)=[CH:34][CH:35]=1. The catalyst class is: 1. (3) Reactant: CCN(C(C)C)C(C)C.FC(F)(F)C(O)=O.[F:17][C:18]1[CH:23]=[CH:22][C:21]([S:24]([C@@:27]2([C:32]3[CH:37]=[CH:36][C:35]([C:38]([F:47])([C:43]([F:46])([F:45])[F:44])[C:39]([F:42])([F:41])[F:40])=[CH:34][CH:33]=3)[CH2:31][CH2:30][NH:29][CH2:28]2)(=[O:26])=[O:25])=[CH:20][C:19]=1[CH3:48].F[P-](F)(F)(F)(F)F.CN(C(N(C)C)=[N+]1C2C(=NC=CC=2)[N+]([O-])=N1)C.[Si:73]([O:80][CH2:81][CH:82]1[CH2:87][CH2:86][C:85]([O:91][CH3:92])([C:88](O)=[O:89])[CH2:84][CH2:83]1)([C:76]([CH3:79])([CH3:78])[CH3:77])([CH3:75])[CH3:74]. Product: [Si:73]([O:80][CH2:81][CH:82]1[CH2:87][CH2:86][C:85]([C:88]([N:29]2[CH2:30][CH2:31][C@@:27]([S:24]([C:21]3[CH:22]=[CH:23][C:18]([F:17])=[C:19]([CH3:48])[CH:20]=3)(=[O:25])=[O:26])([C:32]3[CH:33]=[CH:34][C:35]([C:38]([F:47])([C:39]([F:42])([F:41])[F:40])[C:43]([F:44])([F:45])[F:46])=[CH:36][CH:37]=3)[CH2:28]2)=[O:89])([O:91][CH3:92])[CH2:84][CH2:83]1)([C:76]([CH3:79])([CH3:78])[CH3:77])([CH3:75])[CH3:74]. The catalyst class is: 42.